This data is from Forward reaction prediction with 1.9M reactions from USPTO patents (1976-2016). The task is: Predict the product of the given reaction. (1) Given the reactants C([N-]C(C)C)(C)C.[Li+].[Cl:9][C:10]1[N:15]=[C:14]([Cl:16])[CH:13]=[C:12]([CH3:17])[N:11]=1.[Cl:18][C:19]1[CH:26]=[CH:25][C:22]([CH2:23]Br)=[CH:21][CH:20]=1, predict the reaction product. The product is: [Cl:9][C:10]1[N:15]=[C:14]([Cl:16])[CH:13]=[C:12]([CH2:17][CH2:23][C:22]2[CH:25]=[CH:26][C:19]([Cl:18])=[CH:20][CH:21]=2)[N:11]=1. (2) Given the reactants [Cl-].O[NH3+:3].[C:4](=[O:7])([O-])[OH:5].[Na+].CS(C)=O.[CH2:13]([C:17]1[N:21]([CH2:22][C:23]2[CH:28]=[CH:27][C:26]([C:29]3[C:30]([C:35]#[N:36])=[CH:31][CH:32]=[CH:33][CH:34]=3)=[CH:25][CH:24]=2)[C:20](=[O:37])[N:19]([CH2:38][C:39](=[O:44])[C:40]([CH3:43])([CH3:42])[CH3:41])[N:18]=1)[CH2:14][CH2:15][CH3:16], predict the reaction product. The product is: [CH2:13]([C:17]1[N:21]([CH2:22][C:23]2[CH:28]=[CH:27][C:26]([C:29]3[CH:34]=[CH:33][CH:32]=[CH:31][C:30]=3[C:35]3[NH:3][C:4](=[O:7])[O:5][N:36]=3)=[CH:25][CH:24]=2)[C:20](=[O:37])[N:19]([CH2:38][C:39](=[O:44])[C:40]([CH3:43])([CH3:42])[CH3:41])[N:18]=1)[CH2:14][CH2:15][CH3:16]. (3) Given the reactants [CH:1]1([C:4]2[C:5]([O:21][C@@H:22]([CH3:27])[C:23]([F:26])([F:25])[F:24])=[CH:6][C:7]([C:10]([NH:12][CH:13]([C:17]([CH3:20])([CH3:19])[CH3:18])[C:14](O)=[O:15])=[O:11])=[N:8][CH:9]=2)[CH2:3][CH2:2]1.Cl.[CH3:29][NH2:30], predict the reaction product. The product is: [CH:1]1([C:4]2[C:5]([O:21][C@@H:22]([CH3:27])[C:23]([F:24])([F:25])[F:26])=[CH:6][C:7]([C:10]([NH:12][CH:13]([C:17]([CH3:19])([CH3:18])[CH3:20])[C:14]([NH:30][CH3:29])=[O:15])=[O:11])=[N:8][CH:9]=2)[CH2:3][CH2:2]1. (4) Given the reactants [C:1]([O:5][C:6](=[O:28])[NH:7][CH:8]([CH:25]1[CH2:27][O:26]1)[CH2:9][C:10]1[CH:15]=[C:14]([F:16])[CH:13]=[C:12]([O:17][CH2:18][C:19]2[CH:24]=[CH:23][CH:22]=[CH:21][CH:20]=2)[CH:11]=1)([CH3:4])([CH3:3])[CH3:2].[CH2:29]([C:31]1[CH:32]=[C:33]([CH:36]=[CH:37][CH:38]=1)[CH2:34][NH2:35])[CH3:30], predict the reaction product. The product is: [CH2:18]([O:17][C:12]1[CH:11]=[C:10]([CH:15]=[C:14]([F:16])[CH:13]=1)[CH2:9][C@H:8]([NH:7][C:6](=[O:28])[O:5][C:1]([CH3:3])([CH3:2])[CH3:4])[C@H:25]([OH:26])[CH2:27][NH:35][CH2:34][C:33]1[CH:36]=[CH:37][CH:38]=[C:31]([CH2:29][CH3:30])[CH:32]=1)[C:19]1[CH:20]=[CH:21][CH:22]=[CH:23][CH:24]=1.